This data is from Catalyst prediction with 721,799 reactions and 888 catalyst types from USPTO. The task is: Predict which catalyst facilitates the given reaction. (1) Reactant: [CH3:13][C:12]([O:11][C:9](O[C:9]([O:11][C:12]([CH3:15])([CH3:14])[CH3:13])=[O:10])=[O:10])([CH3:15])[CH3:14].[NH2:16][CH2:17][C:18](=[C:20]1[CH2:25][CH2:24][CH2:23][N:22]([C:26]2[C:35]([O:36][CH3:37])=[C:34]3[C:29]([C:30](=[O:44])[C:31]([C:41]([OH:43])=[O:42])=[CH:32][N:33]3[CH:38]3[CH2:40][CH2:39]3)=[CH:28][C:27]=2[F:45])[CH2:21]1)[F:19].CCN(CC)CC. Product: [C:12]([O:11][C:9]([NH:16][CH2:17][C:18](=[C:20]1[CH2:25][CH2:24][CH2:23][N:22]([C:26]2[C:35]([O:36][CH3:37])=[C:34]3[C:29]([C:30](=[O:44])[C:31]([C:41]([OH:43])=[O:42])=[CH:32][N:33]3[CH:38]3[CH2:40][CH2:39]3)=[CH:28][C:27]=2[F:45])[CH2:21]1)[F:19])=[O:10])([CH3:13])([CH3:14])[CH3:15]. The catalyst class is: 2. (2) Reactant: [C:1]([C:5]1[CH:6]=[C:7](Br)[CH:8]=[C:9]([C:11]([CH3:14])([CH3:13])[CH3:12])[CH:10]=1)([CH3:4])([CH3:3])[CH3:2].[Mg].C([O:20][B:21](OC(C)C)[O:22]C(C)C)(C)C.S(=O)(=O)(O)O. Product: [C:1]([C:5]1[CH:6]=[C:7]([B:21]([OH:22])[OH:20])[CH:8]=[C:9]([C:11]([CH3:14])([CH3:13])[CH3:12])[CH:10]=1)([CH3:4])([CH3:3])[CH3:2]. The catalyst class is: 165. (3) Reactant: BrC1C=CC(N=C=S)=CC=1.[Br:11][C:12]1[CH:17]=[CH:16][C:15]([NH:18][C:19]2[O:20][C:21]3[CH:27]=[CH:26][C:25]([Cl:28])=[CH:24][C:22]=3[N:23]=2)=[CH:14][CH:13]=1.NC1C=C(Cl)C=CC=1O.O=O.[K+].O. Product: [Br:11][C:12]1[CH:13]=[CH:14][C:15]([NH:18][C:19]2[O:20][C:21]3[CH:27]=[CH:26][C:25]([Cl:28])=[CH:24][C:22]=3[N:23]=2)=[CH:16][CH:17]=1. The catalyst class is: 10. (4) Reactant: [F:1][C:2]1[CH:3]=[C:4]([C:10]2[N:11]=[C:12]([N:27]3[CH2:32][CH2:31][O:30][CH2:29][CH2:28]3)[C:13]3[S:18][C:17]([CH2:19][N:20]4[CH2:25][CH2:24][N:23]([CH3:26])[CH2:22][CH2:21]4)=[CH:16][C:14]=3[N:15]=2)[C:5]([CH3:9])=[C:6]([NH2:8])[CH:7]=1.[N:33](OCCC(C)C)=O. Product: [F:1][C:2]1[CH:7]=[C:6]2[C:5]([CH:9]=[N:33][NH:8]2)=[C:4]([C:10]2[N:11]=[C:12]([N:27]3[CH2:28][CH2:29][O:30][CH2:31][CH2:32]3)[C:13]3[S:18][C:17]([CH2:19][N:20]4[CH2:21][CH2:22][N:23]([CH3:26])[CH2:24][CH2:25]4)=[CH:16][C:14]=3[N:15]=2)[CH:3]=1. The catalyst class is: 845.